Regression. Given a peptide amino acid sequence and an MHC pseudo amino acid sequence, predict their binding affinity value. This is MHC class I binding data. From a dataset of Peptide-MHC class I binding affinity with 185,985 pairs from IEDB/IMGT. (1) The peptide sequence is ACQGVGGPGHK. The MHC is HLA-A02:06 with pseudo-sequence HLA-A02:06. The binding affinity (normalized) is 0. (2) The MHC is HLA-A02:03 with pseudo-sequence HLA-A02:03. The peptide sequence is SCINRCFYV. The binding affinity (normalized) is 0.367. (3) The peptide sequence is LYVKKKIKEV. The MHC is H-2-Kd with pseudo-sequence H-2-Kd. The binding affinity (normalized) is 0.468.